Dataset: Forward reaction prediction with 1.9M reactions from USPTO patents (1976-2016). Task: Predict the product of the given reaction. (1) Given the reactants [CH2:1]([O:3][C:4]([C:6]1[C:7]([C:17]2[CH:22]=[CH:21][C:20]([NH2:23])=[CH:19][CH:18]=2)=[C:8]2[N:13]([C:14]=1[Br:15])[N:12]=[CH:11][N:10]=[C:9]2[NH2:16])=[O:5])[CH3:2].C(N(CC)CC)C.[F:31][C:32]([F:50])([F:49])[C:33]1[CH:38]=[CH:37][N:36]=[C:35]([NH:39][C:40](=O)[O:41]C2C=CC=CC=2)[CH:34]=1, predict the reaction product. The product is: [NH2:16][C:9]1[C:8]2=[C:7]([C:17]3[CH:18]=[CH:19][C:20]([NH:23][C:40]([NH:39][C:35]4[CH:34]=[C:33]([C:32]([F:49])([F:31])[F:50])[CH:38]=[CH:37][N:36]=4)=[O:41])=[CH:21][CH:22]=3)[C:6]([C:4]([O:3][CH2:1][CH3:2])=[O:5])=[C:14]([Br:15])[N:13]2[N:12]=[CH:11][N:10]=1. (2) Given the reactants [C:1]1([CH2:7][CH2:8][C:9]2[CH:16]=[CH:15][C:12]([CH2:13][NH2:14])=[CH:11][CH:10]=2)[CH:6]=[CH:5][CH:4]=[CH:3][CH:2]=1.[NH2:17][C:18]1[N:26]=[C:25]([CH3:27])[CH:24]=[CH:23][C:19]=1[C:20](O)=[O:21].ON1C2C=CC=CC=2N=N1.CCN=C=NCCCN(C)C, predict the reaction product. The product is: [C:1]1([CH2:7][CH2:8][C:9]2[CH:10]=[CH:11][C:12]([CH2:13][NH:14][C:20](=[O:21])[C:19]3[CH:23]=[CH:24][C:25]([CH3:27])=[N:26][C:18]=3[NH2:17])=[CH:15][CH:16]=2)[CH:2]=[CH:3][CH:4]=[CH:5][CH:6]=1.